Dataset: Forward reaction prediction with 1.9M reactions from USPTO patents (1976-2016). Task: Predict the product of the given reaction. (1) Given the reactants [Cr](O[Cr]([O-])(=O)=O)([O-])(=O)=O.[K+].[K+].[C:12]1([C:18]2[C:26]3[N:25]=[C:24]([CH:27]([OH:29])[CH3:28])[NH:23][C:22]=3[C:21]([C:30]3[CH:35]=[CH:34][CH:33]=[CH:32][CH:31]=3)=[CH:20][CH:19]=2)[CH:17]=[CH:16][CH:15]=[CH:14][CH:13]=1.[NH4+].[OH-], predict the reaction product. The product is: [C:12]1([C:18]2[C:26]3[N:25]=[C:24]([C:27](=[O:29])[CH3:28])[NH:23][C:22]=3[C:21]([C:30]3[CH:31]=[CH:32][CH:33]=[CH:34][CH:35]=3)=[CH:20][CH:19]=2)[CH:13]=[CH:14][CH:15]=[CH:16][CH:17]=1. (2) Given the reactants [F:1][C:2]1[CH:7]=[CH:6][C:5]([C:8](=O)[C:9]([C:11]2[CH:16]=[CH:15][C:14]([F:17])=[CH:13][CH:12]=2)=O)=[CH:4][CH:3]=1.[NH2:19][C:20]1[C:28]([NH2:29])=[CH:27][C:23]([C:24]([OH:26])=[O:25])=[C:22]([OH:30])[CH:21]=1.O, predict the reaction product. The product is: [F:1][C:2]1[CH:7]=[CH:6][C:5]([C:8]2[C:9]([C:11]3[CH:16]=[CH:15][C:14]([F:17])=[CH:13][CH:12]=3)=[N:29][C:28]3[C:20](=[CH:21][C:22]([OH:30])=[C:23]([C:24]([OH:26])=[O:25])[CH:27]=3)[N:19]=2)=[CH:4][CH:3]=1. (3) Given the reactants [Br-].[CH2:2]([O:4][C:5](=[O:9])[CH2:6][CH2:7][Zn+])[CH3:3].Br[C:11]1[CH:18]=[CH:17][C:14]([C:15]#[N:16])=[CH:13][N:12]=1.C(=O)([O-])O.[Na+], predict the reaction product. The product is: [CH2:2]([O:4][C:5](=[O:9])[CH2:6][CH2:7][C:11]1[CH:18]=[CH:17][C:14]([C:15]#[N:16])=[CH:13][N:12]=1)[CH3:3].